Dataset: Full USPTO retrosynthesis dataset with 1.9M reactions from patents (1976-2016). Task: Predict the reactants needed to synthesize the given product. (1) Given the product [C:22]([CH2:6][CH2:7][CH2:8][CH:9]1[CH2:14][CH2:13][N:12]([C:15]([O:17][C:18]([CH3:21])([CH3:20])[CH3:19])=[O:16])[CH2:11][CH2:10]1)#[N:23], predict the reactants needed to synthesize it. The reactants are: CS(O[CH2:6][CH2:7][CH2:8][CH:9]1[CH2:14][CH2:13][N:12]([C:15]([O:17][C:18]([CH3:21])([CH3:20])[CH3:19])=[O:16])[CH2:11][CH2:10]1)(=O)=O.[C-:22]#[N:23].[K+]. (2) Given the product [O:18]=[C:6]1[N:5]([CH2:1][CH2:2][CH:3]=[O:21])[CH2:10][CH2:9][N:8]([C:11]([O:13][C:14]([CH3:17])([CH3:16])[CH3:15])=[O:12])[CH2:7]1, predict the reactants needed to synthesize it. The reactants are: [CH2:1]([N:5]1[CH2:10][CH2:9][N:8]([C:11]([O:13][C:14]([CH3:17])([CH3:16])[CH3:15])=[O:12])[CH2:7][C:6]1=[O:18])[CH2:2][CH:3]=C.O.I([O-])(=O)(=O)=[O:21].[Na+]. (3) Given the product [Cl:12][C:13]1[CH:35]=[CH:34][C:16]([CH2:17][NH:18][C:19]([C:21]2[C:22](=[O:33])[C:23]3[CH:30]=[C:29]([CH2:31][N:2]([CH2:3][CH:4]([OH:5])[C:6]4[N:7]=[CH:8][CH:9]=[CH:10][N:11]=4)[CH3:1])[S:28][C:24]=3[N:25]([CH3:27])[CH:26]=2)=[O:20])=[CH:15][CH:14]=1, predict the reactants needed to synthesize it. The reactants are: [CH3:1][NH:2][CH2:3][CH:4]([C:6]1[N:11]=[CH:10][CH:9]=[CH:8][N:7]=1)[OH:5].[Cl:12][C:13]1[CH:35]=[CH:34][C:16]([CH2:17][NH:18][C:19]([C:21]2[C:22](=[O:33])[C:23]3[CH:30]=[C:29]([CH2:31]Cl)[S:28][C:24]=3[N:25]([CH3:27])[CH:26]=2)=[O:20])=[CH:15][CH:14]=1.C(N(CC)C(C)C)(C)C. (4) The reactants are: C([O:8][C:9]1[CH:45]=[CH:44][C:12]([O:13][C:14]2[CH:19]=[CH:18][C:17]([C:20]3[NH:24][C:23]4[CH:25]=[C:26]([Br:29])[CH:27]=[CH:28][C:22]=4[N:21]=3)=[CH:16][C:15]=2[NH:30][C:31]2[C:32]3[CH:40]=[CH:39][C:38]([CH:41]([CH3:43])[CH3:42])=[N:37][C:33]=3[N:34]=[CH:35][N:36]=2)=[CH:11][CH:10]=1)C1C=CC=CC=1.CC1C(C)=C(C)C(C)=C(C)C=1.[F:57][C:58]([F:63])([F:62])[C:59]([OH:61])=[O:60]. Given the product [Br:29][C:26]1[CH:27]=[CH:28][C:22]2[N:21]=[C:20]([C:17]3[CH:18]=[CH:19][C:14]([O:13][C:12]4[CH:11]=[CH:10][C:9]([OH:8])=[CH:45][CH:44]=4)=[C:15]([NH:30][C:31]4[C:32]5[CH:40]=[CH:39][C:38]([CH:41]([CH3:42])[CH3:43])=[N:37][C:33]=5[N:34]=[CH:35][N:36]=4)[CH:16]=3)[NH:24][C:23]=2[CH:25]=1.[F:57][C:58]([F:63])([F:62])[C:59]([OH:61])=[O:60], predict the reactants needed to synthesize it. (5) Given the product [CH:41]1([N:23]2[CH2:22][CH:25]([CH2:27][O:13][C:9]3[CH:8]=[C:7]4[C:12]([CH:2]([C:14]5[CH:19]=[CH:18][C:17]([S:20][CH3:21])=[CH:16][CH:15]=5)[CH2:3][N:4]([CH3:5])[CH2:6]4)=[CH:11][CH:10]=3)[CH2:24]2)[CH2:38][CH2:37]1, predict the reactants needed to synthesize it. The reactants are: O[CH:2]([C:14]1[CH:19]=[CH:18][C:17]([S:20][CH3:21])=[CH:16][CH:15]=1)[CH2:3][N:4]([CH2:6][C:7]1[CH:8]=[C:9]([OH:13])[CH:10]=[CH:11][CH:12]=1)[CH3:5].[CH3:22][NH:23][CH2:24][CH:25]([C:27]1C=CC(SC)=CC=1)O.OC1[CH:37]=[C:38]([CH:41]=CC=1)C=O.C(O)(=O)C.[BH-](OC(C)=O)(OC(C)=O)OC(C)=O.[Na+]. (6) Given the product [C:22]([O:21][C:19](=[O:20])[NH:18][CH:13]1[CH:14]([OH:17])[CH2:15][CH2:16][NH:11][CH2:12]1)([CH3:25])([CH3:23])[CH3:24], predict the reactants needed to synthesize it. The reactants are: C(OC([N:11]1[CH2:16][CH2:15][CH:14]([OH:17])[CH:13]([NH:18][C:19]([O:21][C:22]([CH3:25])([CH3:24])[CH3:23])=[O:20])[CH2:12]1)=O)C1C=CC=CC=1. (7) Given the product [CH3:30][N:28]1[CH:29]=[C:25]([C:23]2[CH:24]=[C:19]3[C:20](=[CH:21][C:22]=2[C:31]([F:32])([F:33])[F:34])[NH:35][C:36](=[O:37])[N:6]([NH:5][S:2]([CH3:1])(=[O:4])=[O:3])[C:18]3=[O:17])[CH:26]=[N:27]1, predict the reactants needed to synthesize it. The reactants are: [CH3:1][S:2]([NH:5][NH2:6])(=[O:4])=[O:3].CCN(C(C)C)C(C)C.C[O:17][C:18](=O)[C:19]1[CH:24]=[C:23]([C:25]2[CH:26]=[N:27][N:28]([CH3:30])[CH:29]=2)[C:22]([C:31]([F:34])([F:33])[F:32])=[CH:21][C:20]=1[NH:35][C:36](OC1C=CC(Cl)=CC=1)=[O:37]. (8) Given the product [Br:1][C:2]1[CH:9]=[C:6]([CH:7]([NH:15][S:12]([CH2:10][CH3:11])(=[O:14])=[O:13])[CH2:16][CH3:17])[CH:5]=[N:4][CH:3]=1, predict the reactants needed to synthesize it. The reactants are: [Br:1][C:2]1[CH:3]=[N:4][CH:5]=[C:6]([CH:9]=1)[CH:7]=O.[CH2:10]([S:12]([NH2:15])(=[O:14])=[O:13])[CH3:11].[CH2:16]([Mg]Br)[CH3:17].CCOCC.[NH4+].[Cl-]. (9) The reactants are: Br[C:2]1[CH:3]=[N:4][C:5]2[N:6]([CH:8]=[CH:9][N:10]=2)[CH:7]=1.[F:11][C:12]1[CH:13]=[C:14](B(O)O)[CH:15]=[CH:16][CH:17]=1.C(=O)([O-])[O-].[Na+].[Na+].CN(C)C=O. Given the product [F:11][C:12]1[CH:17]=[C:16]([C:2]2[CH:3]=[N:4][C:5]3[N:6]([CH:8]=[CH:9][N:10]=3)[CH:7]=2)[CH:15]=[CH:14][CH:13]=1, predict the reactants needed to synthesize it. (10) Given the product [Cl:10][C:11]1[CH:12]=[CH:13][C:14]2[NH:20][C:19]3[CH:22]=[CH:23][CH:24]=[CH:25][C:18]=3[C:17]([C:2]3[CH:7]=[CH:6][N:5]=[CH:4][CH:3]=3)=[N:16][C:15]=2[CH:26]=1, predict the reactants needed to synthesize it. The reactants are: B(O)(O)[C:2]1[CH:7]=[CH:6][N:5]=[CH:4][CH:3]=1.[Cl:10][C:11]1[CH:12]=[CH:13][C:14]2[N:20](Cl)[C:19]3[CH:22]=[CH:23][CH:24]=[CH:25][C:18]=3[CH:17]=[N:16][C:15]=2[CH:26]=1.